From a dataset of Peptide-MHC class I binding affinity with 185,985 pairs from IEDB/IMGT. Regression. Given a peptide amino acid sequence and an MHC pseudo amino acid sequence, predict their binding affinity value. This is MHC class I binding data. The peptide sequence is FLIRRFFMF. The MHC is HLA-B08:01 with pseudo-sequence HLA-B08:01. The binding affinity (normalized) is 0.872.